This data is from Catalyst prediction with 721,799 reactions and 888 catalyst types from USPTO. The task is: Predict which catalyst facilitates the given reaction. (1) Reactant: C(N(CC)CC)C.[N:8]([C:11]1[CH:18]=[CH:17][C:14]([C:15]#[N:16])=[C:13]([C:19]([F:22])([F:21])[F:20])[CH:12]=1)=[C:9]=[S:10].[NH2:23][C:24]1([C:29]#[N:30])[CH2:28][CH2:27][CH2:26][CH2:25]1.ClCCl.CC(C)=O. Product: [NH:30]=[C:29]1[C:24]2([CH2:28][CH2:27][CH2:26][CH2:25]2)[NH:23][C:9](=[S:10])[N:8]1[C:11]1[CH:18]=[CH:17][C:14]([C:15]#[N:16])=[C:13]([C:19]([F:20])([F:22])[F:21])[CH:12]=1. The catalyst class is: 1. (2) Reactant: [O:1]=[C:2]1[NH:6][CH:5]=[C:4]([C:7]([NH:9][CH2:10][CH2:11][CH:12]2[CH2:17][CH2:16][N:15](C(OC(C)(C)C)=O)[CH2:14][CH2:13]2)=[O:8])[O:3]1.Cl.O1CCOCC1. Product: [O:1]=[C:2]1[NH:6][CH:5]=[C:4]([C:7]([NH:9][CH2:10][CH2:11][CH:12]2[CH2:17][CH2:16][NH:15][CH2:14][CH2:13]2)=[O:8])[O:3]1. The catalyst class is: 61. (3) Reactant: B.C1COCC1.[Br:7][C:8]1[C:16]([F:17])=[CH:15][C:11]([C:12](O)=[O:13])=[C:10]([Cl:18])[CH:9]=1. Product: [Br:7][C:8]1[C:16]([F:17])=[CH:15][C:11]([CH2:12][OH:13])=[C:10]([Cl:18])[CH:9]=1. The catalyst class is: 1. (4) Reactant: [Br:1][C:2]1[C:3]2[C:4]3[CH:18]=[CH:17][S:16][C:5]=3[C:6](=[O:15])[NH:7][C:8]=2[C:9]([CH3:14])=[CH:10][C:11]=1[O:12][CH3:13].[H-].[Na+].Cl[CH2:22][O:23][CH2:24][CH2:25][Si:26]([CH3:29])([CH3:28])[CH3:27]. Product: [Br:1][C:2]1[C:3]2[C:4]3[CH:18]=[CH:17][S:16][C:5]=3[C:6](=[O:15])[N:7]([CH2:22][O:23][CH2:24][CH2:25][Si:26]([CH3:29])([CH3:28])[CH3:27])[C:8]=2[C:9]([CH3:14])=[CH:10][C:11]=1[O:12][CH3:13]. The catalyst class is: 198. (5) Reactant: Cl.[OH:2][CH2:3][CH2:4][CH:5]1[O:28][C:9]2([CH2:14][CH2:13][N:12]([C:15]([C:17]3[CH:22]=[CH:21][C:20]([O:23][CH:24]([CH3:26])[CH3:25])=[C:19]([CH3:27])[CH:18]=3)=[O:16])[CH2:11][CH2:10]2)[CH2:8][NH:7][CH2:6]1.C([O-])(O)=O.[Na+].FC(F)(F)S(O[CH2:40][C:41]([F:44])([F:43])[F:42])(=O)=O. Product: [OH:2][CH2:3][CH2:4][CH:5]1[O:28][C:9]2([CH2:14][CH2:13][N:12]([C:15]([C:17]3[CH:22]=[CH:21][C:20]([O:23][CH:24]([CH3:26])[CH3:25])=[C:19]([CH3:27])[CH:18]=3)=[O:16])[CH2:11][CH2:10]2)[CH2:8][N:7]([CH2:40][C:41]([F:44])([F:43])[F:42])[CH2:6]1. The catalyst class is: 8. (6) Reactant: [C-:1]#[N:2].[Na+].Cl[CH2:5][C:6]1[CH:11]=[CH:10][C:9]([O:12][CH3:13])=[CH:8][N:7]=1. Product: [CH3:13][O:12][C:9]1[CH:10]=[CH:11][C:6]([CH2:5][C:1]#[N:2])=[N:7][CH:8]=1. The catalyst class is: 16. (7) Reactant: [F:1][C:2]([F:19])([F:18])[C:3]1[CH:4]=[C:5]([CH:15]=[CH:16][CH:17]=1)[NH:6][CH2:7][C:8]([O:10][C:11]([CH3:14])([CH3:13])[CH3:12])=[O:9].[Cl:20][CH2:21][C:22](Cl)=[O:23].C([N+](CCCC)(CCCC)CCCC)CCC.C([O-])([O-])=O.[K+].[K+]. Product: [Cl:20][CH2:21][C:22]([N:6]([CH2:7][C:8]([O:10][C:11]([CH3:13])([CH3:14])[CH3:12])=[O:9])[C:5]1[CH:15]=[CH:16][CH:17]=[C:3]([C:2]([F:18])([F:19])[F:1])[CH:4]=1)=[O:23]. The catalyst class is: 34. (8) Product: [C:1]([C:3]1[CH:4]=[C:5]([C:13]2[S:17][C:16]([N:18]3[C:30]([CH3:31])=[C:21]4[CH2:22][N:23]([CH2:26][C:27]([NH:66][CH:67]([CH2:70][OH:71])[CH2:68][OH:69])=[O:28])[CH2:24][CH2:25][C:20]4=[N:19]3)=[N:15][N:14]=2)[CH:6]=[CH:7][C:8]=1[O:9][CH:10]([CH3:12])[CH3:11])#[N:2]. Reactant: [C:1]([C:3]1[CH:4]=[C:5]([C:13]2[S:17][C:16]([N:18]3[C:30]([CH3:31])=[C:21]4[CH2:22][N:23]([CH2:26][C:27](O)=[O:28])[CH2:24][CH2:25][C:20]4=[N:19]3)=[N:15][N:14]=2)[CH:6]=[CH:7][C:8]=1[O:9][CH:10]([CH3:12])[CH3:11])#[N:2].CN(C(ON1N=NC2C=CC=NC1=2)=[N+](C)C)C.F[P-](F)(F)(F)(F)F.CCN(C(C)C)C(C)C.Cl.[NH2:66][CH:67]([CH2:70][OH:71])[CH2:68][OH:69]. The catalyst class is: 9. (9) Reactant: [Cl:1][C:2]1[C:7]([Cl:8])=[CH:6][C:5]([NH:9][CH2:10][C:11]([OH:13])=O)=[C:4]([O:14][CH3:15])[CH:3]=1.CCN=C=NCCCN(C)C.C1C=CC2N(O)N=NC=2C=1.CCN(CC)CC.[NH:44]1[CH2:49][CH2:48][NH:47][CH2:46][CH:45]1[C:50]#[N:51]. Product: [Cl:1][C:2]1[C:7]([Cl:8])=[CH:6][C:5]([NH:9][CH2:10][C:11]([N:47]2[CH2:48][CH2:49][NH:44][CH:45]([C:50]#[N:51])[CH2:46]2)=[O:13])=[C:4]([O:14][CH3:15])[CH:3]=1. The catalyst class is: 2. (10) The catalyst class is: 185. Product: [CH3:20][C@H:18]1[CH2:19][N:14]2[N:13]=[CH:12][C:11]([N:1]3[C:9]4[CH:8]=[CH:7][N:6]=[CH:5][C:4]=4[CH:3]=[CH:2]3)=[C:15]2[CH2:16][N:17]1[C:21]([O:23][C:24]([CH3:25])([CH3:27])[CH3:26])=[O:22]. Reactant: [NH:1]1[C:9]2[CH:8]=[CH:7][N:6]=[CH:5][C:4]=2[CH:3]=[CH:2]1.I[C:11]1[CH:12]=[N:13][N:14]2[CH2:19][C@H:18]([CH3:20])[N:17]([C:21]([O:23][C:24]([CH3:27])([CH3:26])[CH3:25])=[O:22])[CH2:16][C:15]=12.P([O-])([O-])([O-])=O.[K+].[K+].[K+].CN[C@@H]1CCCC[C@H]1NC.